Dataset: Reaction yield outcomes from USPTO patents with 853,638 reactions. Task: Predict the reaction yield, written as a fraction of the theoretical maximum amount of product (1.0 means a 100% yield; for example, 0.34 means a 34% yield). (1) The reactants are [OH:1][CH:2]([C:13]1[CH:18]=[CH:17][CH:16]=[C:15]([O:19][CH3:20])[CH:14]=1)[CH2:3][O:4][C:5]1[CH:12]=[CH:11][C:8]([CH:9]=O)=[CH:7][CH:6]=1.[S:21]1[CH2:25][C:24](=[O:26])[NH:23][C:22]1=[O:27].N1CCCCC1. The catalyst is CCO. The product is [OH:1][CH:2]([C:13]1[CH:18]=[CH:17][CH:16]=[C:15]([O:19][CH3:20])[CH:14]=1)[CH2:3][O:4][C:5]1[CH:12]=[CH:11][C:8]([CH:9]=[C:25]2[S:21][C:22](=[O:27])[NH:23][C:24]2=[O:26])=[CH:7][CH:6]=1. The yield is 0.580. (2) The product is [CH3:1][C:2]1[N:7]=[C:6]([C:8]([OH:10])=[O:9])[CH:5]=[C:4]([C:12]2[CH2:16][CH:15]([C:17]3[CH:22]=[CH:21][CH:20]=[CH:19][CH:18]=3)[O:14][N:13]=2)[N:3]=1. The catalyst is CO.O. The yield is 0.700. The reactants are [CH3:1][C:2]1[N:7]=[C:6]([C:8]([O:10]C)=[O:9])[CH:5]=[C:4]([C:12]2[CH2:16][CH:15]([C:17]3[CH:22]=[CH:21][CH:20]=[CH:19][CH:18]=3)[O:14][N:13]=2)[N:3]=1.[OH-].[Li+]. (3) The product is [C:18]([O:17][C:15](=[O:16])[NH:14][C@H:10]([C:11](=[O:12])[NH2:23])[CH2:9][O:8][CH2:1][C:2]1[CH:7]=[CH:6][CH:5]=[CH:4][CH:3]=1)([CH3:21])([CH3:20])[CH3:19]. The catalyst is C1COCC1. The yield is 1.00. The reactants are [CH2:1]([O:8][CH2:9][C@H:10]([NH:14][C:15]([O:17][C:18]([CH3:21])([CH3:20])[CH3:19])=[O:16])[C:11](O)=[O:12])[C:2]1[CH:7]=[CH:6][CH:5]=[CH:4][CH:3]=1.C[N:23]1CCOCC1.C(OC(Cl)=O)C(C)C.N. (4) The product is [NH2:47][C:44]1[S:45][CH:46]=[C:42](/[C:22](=[N:21]/[O:20][C:17]2([C:15]([OH:16])=[O:14])[CH2:18][CH2:19]2)/[C:23](=[O:24])[NH:25][C@H:26]2[C@@H:29]([CH2:30][N:31]3[CH2:35][CH2:34][O:33][C:32]3=[O:36])[N:28]([S:37]([OH:40])(=[O:39])=[O:38])[C:27]2=[O:41])[N:43]=1. The yield is 0.230. The reactants are C([O:14][C:15]([C:17]1([O:20]/[N:21]=[C:22](/[C:42]2[N:43]=[C:44]([NH:47]C(OC(C)(C)C)=O)[S:45][CH:46]=2)\[C:23]([NH:25][C@H:26]2[C@@H:29]([CH2:30][N:31]3[CH2:35][CH2:34][O:33][C:32]3=[O:36])[N:28]([S:37]([OH:40])(=[O:39])=[O:38])[C:27]2=[O:41])=[O:24])[CH2:19][CH2:18]1)=[O:16])(C1C=CC=CC=1)C1C=CC=CC=1.C(O)(C(F)(F)F)=O. The catalyst is C(Cl)Cl.